This data is from Full USPTO retrosynthesis dataset with 1.9M reactions from patents (1976-2016). The task is: Predict the reactants needed to synthesize the given product. Given the product [CH2:1]([O:3][C:4](=[O:19])[CH2:5][C:6]1[NH:8][C:9]2[CH:14]=[CH:13][CH:12]=[CH:11][C:10]=2[S:15](=[O:18])(=[O:17])[N:16]=1)[CH3:2], predict the reactants needed to synthesize it. The reactants are: [CH2:1]([O:3][C:4](=[O:19])[CH2:5][C:6]([NH:8][C:9]1[CH:14]=[CH:13][CH:12]=[CH:11][C:10]=1[S:15](=[O:18])(=[O:17])[NH2:16])=O)[CH3:2].